This data is from Forward reaction prediction with 1.9M reactions from USPTO patents (1976-2016). The task is: Predict the product of the given reaction. Given the reactants [C-]#N.[Na+].[Cu][C:5]#[N:6].Br[C:8]1[C:9]([NH2:25])=[N:10][C:11]([C:20]2[O:21][CH:22]=[CH:23][CH:24]=2)=[C:12]([C:14]2[CH:19]=[CH:18][N:17]=[CH:16][CH:15]=2)[N:13]=1, predict the reaction product. The product is: [NH2:25][C:9]1[C:8]([C:5]#[N:6])=[N:13][C:12]([C:14]2[CH:19]=[CH:18][N:17]=[CH:16][CH:15]=2)=[C:11]([C:20]2[O:21][CH:22]=[CH:23][CH:24]=2)[N:10]=1.